This data is from Reaction yield outcomes from USPTO patents with 853,638 reactions. The task is: Predict the reaction yield, written as a fraction of the theoretical maximum amount of product (1.0 means a 100% yield; for example, 0.34 means a 34% yield). (1) The reactants are [CH:1]([O:4][C:5]([C:7]1[C@@H:8]([C:35]2[CH:40]=[CH:39][CH:38]=[C:37]([N+:41]([O-:43])=[O:42])[CH:36]=2)[C:9]([C:15]([O:17][CH:18]2[CH2:21][N:20]([CH:22]([C:29]3[CH:34]=[CH:33][CH:32]=[CH:31][CH:30]=3)[C:23]3[CH:28]=[CH:27][CH:26]=[CH:25][CH:24]=3)[CH2:19]2)=[O:16])=[C:10]([NH2:14])[NH:11][C:12]=1[CH3:13])=[O:6])([CH3:3])[CH3:2].[BrH:44]. The yield is 0.690. The catalyst is CC(O)C. The product is [OH2:4].[OH2:4].[BrH:44].[BrH:44].[CH:1]([O:4][C:5]([C:7]1[C@@H:8]([C:35]2[CH:40]=[CH:39][CH:38]=[C:37]([N+:41]([O-:43])=[O:42])[CH:36]=2)[C:9]([C:15]([O:17][CH:18]2[CH2:19][N:20]([CH:22]([C:29]3[CH:34]=[CH:33][CH:32]=[CH:31][CH:30]=3)[C:23]3[CH:28]=[CH:27][CH:26]=[CH:25][CH:24]=3)[CH2:21]2)=[O:16])=[C:10]([NH2:14])[NH:11][C:12]=1[CH3:13])=[O:6])([CH3:3])[CH3:2]. (2) The reactants are [Cr](O[Cr]([O-])(=O)=O)([O-])(=O)=O.[NH+]1C=CC=CC=1.[NH+]1C=CC=CC=1.[CH3:22][CH:23]([CH2:26][CH2:27][CH2:28][C:29]([CH3:32])([OH:31])[CH3:30])[CH2:24][OH:25].C1(C)C=CC(S([O-])(=O)=O)=CC=1.[NH+]1C=CC=CC=1. The catalyst is C(Cl)Cl. The product is [OH:31][C:29]([CH3:30])([CH3:32])[CH2:28][CH2:27][CH2:26][C@H:23]([CH3:22])[CH:24]=[O:25]. The yield is 0.600. (3) The yield is 0.860. The catalyst is CN(C=O)C. The reactants are P(Br)(Br)([Br:3])=O.O[C:7]1[C:12]([N+:13]([O-:15])=[O:14])=[CH:11][C:10]([CH3:16])=[CH:9][N:8]=1. The product is [Br:3][C:7]1[C:12]([N+:13]([O-:15])=[O:14])=[CH:11][C:10]([CH3:16])=[CH:9][N:8]=1. (4) The reactants are C(OC([N:8]1[CH2:12][C@H:11]([O:13][CH3:14])[CH2:10][C@@H:9]1[C:15](=[O:27])[NH:16][C:17]1[CH:22]=[CH:21][C:20]([C:23]([O:25][CH3:26])=[O:24])=[CH:19][CH:18]=1)=O)(C)(C)C.C(O)(C(F)(F)F)=O. The catalyst is C(Cl)Cl. The product is [CH3:26][O:25][C:23](=[O:24])[C:20]1[CH:19]=[CH:18][C:17]([NH:16][C:15]([C@H:9]2[CH2:10][C@@H:11]([O:13][CH3:14])[CH2:12][NH:8]2)=[O:27])=[CH:22][CH:21]=1. The yield is 1.00. (5) The reactants are [CH3:1][O:2][C:3]([C:5]1[CH:6]=[C:7]2[C:12](=[CH:13][CH:14]=1)[NH:11][CH:10]([C:15]1[CH:20]=[CH:19][C:18]([N+:21]([O-])=O)=[CH:17][CH:16]=1)[C:9]([CH3:25])([CH3:24])[CH2:8]2)=[O:4]. The catalyst is CO.O.[Fe]. The product is [NH2:21][C:18]1[CH:17]=[CH:16][C:15]([CH:10]2[C:9]([CH3:24])([CH3:25])[CH2:8][C:7]3[C:12](=[CH:13][CH:14]=[C:5]([C:3]([O:2][CH3:1])=[O:4])[CH:6]=3)[NH:11]2)=[CH:20][CH:19]=1. The yield is 0.960. (6) The reactants are [OH:1][CH2:2][C:3]1[N:4]([C:15]2[CH:20]=[CH:19][CH:18]=[CH:17][C:16]=2[CH3:21])[C:5](=[O:14])[C:6]2[C:11]([CH:12]=1)=[CH:10][CH:9]=[CH:8][C:7]=2[CH3:13]. The catalyst is C(Cl)Cl.O=[Mn]=O. The product is [CH3:13][C:7]1[CH:8]=[CH:9][CH:10]=[C:11]2[C:6]=1[C:5](=[O:14])[N:4]([C:15]1[CH:20]=[CH:19][CH:18]=[CH:17][C:16]=1[CH3:21])[C:3]([CH:2]=[O:1])=[CH:12]2. The yield is 0.900. (7) The reactants are [CH3:1][O:2][C:3]1[CH:4]=[C:5]2[C:10](=[CH:11][C:12]=1[O:13][CH3:14])[N:9]=[CH:8][N:7]=[C:6]2[O:15][C:16]1[CH:22]=[CH:21][C:19]([NH2:20])=[C:18]([O:23][CH3:24])[CH:17]=1.C(N(CC)CC)C.ClC(Cl)(O[C:36](=[O:42])OC(Cl)(Cl)Cl)Cl.[CH:44]([N:47]([CH:51]([CH3:53])[CH3:52])[CH2:48][CH2:49][NH2:50])([CH3:46])[CH3:45]. The catalyst is C(Cl)(Cl)Cl.O. The product is [CH:44]([N:47]([CH:51]([CH3:53])[CH3:52])[CH2:48][CH2:49][NH:50][C:36]([NH:20][C:19]1[CH:21]=[CH:22][C:16]([O:15][C:6]2[C:5]3[C:10](=[CH:11][C:12]([O:13][CH3:14])=[C:3]([O:2][CH3:1])[CH:4]=3)[N:9]=[CH:8][N:7]=2)=[CH:17][C:18]=1[O:23][CH3:24])=[O:42])([CH3:46])[CH3:45]. The yield is 0.320. (8) The reactants are [Cl:1][C:2]1[C:7]([C:8]([F:11])([F:10])[F:9])=[CH:6][CH:5]=[C:4](Cl)[N:3]=1.[NH3:13]. No catalyst specified. The product is [Cl:1][C:2]1[N:3]=[C:4]([NH2:13])[CH:5]=[CH:6][C:7]=1[C:8]([F:11])([F:10])[F:9]. The yield is 0.460. (9) The reactants are C(OC([N:8]1[CH2:13][CH2:12][CH:11]([C:14]#[C:15][C:16]2[CH:17]=[C:18]3[C:23](=[CH:24][CH:25]=2)[N:22]=[CH:21][N:20]=[C:19]3Cl)[CH2:10][CH2:9]1)=O)(C)(C)C.[CH3:27][C:28]1[CH:29]=[C:30]([NH2:41])[CH:31]=[CH:32][C:33]=1[O:34][C:35]1[CH:36]=[N:37][CH:38]=[CH:39][CH:40]=1.ClC(Cl)C. The catalyst is C(O)(C)(C)C. The product is [CH3:27][C:28]1[CH:29]=[C:30]([NH:41][C:19]2[C:18]3[C:23](=[CH:24][CH:25]=[C:16]([C:15]#[C:14][CH:11]4[CH2:10][CH2:9][NH:8][CH2:13][CH2:12]4)[CH:17]=3)[N:22]=[CH:21][N:20]=2)[CH:31]=[CH:32][C:33]=1[O:34][C:35]1[CH:36]=[N:37][CH:38]=[CH:39][CH:40]=1. The yield is 0.950.